This data is from Peptide-MHC class II binding affinity with 134,281 pairs from IEDB. The task is: Regression. Given a peptide amino acid sequence and an MHC pseudo amino acid sequence, predict their binding affinity value. This is MHC class II binding data. The peptide sequence is EKKYFAATQFEPLPA. The MHC is HLA-DQA10301-DQB10302 with pseudo-sequence HLA-DQA10301-DQB10302. The binding affinity (normalized) is 0.469.